Dataset: Forward reaction prediction with 1.9M reactions from USPTO patents (1976-2016). Task: Predict the product of the given reaction. (1) Given the reactants [OH:1][C:2]1([C:13]2[CH:18]=[CH:17][C:16]([Si](C)(C)C)=[CH:15][CH:14]=2)[CH2:5][N:4]([C:6]([O:8][C:9]([CH3:12])([CH3:11])[CH3:10])=[O:7])[CH2:3]1.[K+].[Br-:24].CO.ClN1C(=O)CCC1=O, predict the reaction product. The product is: [Br:24][C:16]1[CH:17]=[CH:18][C:13]([C:2]2([OH:1])[CH2:5][N:4]([C:6]([O:8][C:9]([CH3:12])([CH3:11])[CH3:10])=[O:7])[CH2:3]2)=[CH:14][CH:15]=1. (2) Given the reactants [C:1]([N:5]1[C:9](=[O:10])[CH:8]=[C:7]([C:11]2[CH:16]=[CH:15][CH:14]=[C:13]([OH:17])[CH:12]=2)[S:6]1(=[O:19])=[O:18])([CH3:4])([CH3:3])[CH3:2].Br[CH2:21][CH2:22][CH2:23][OH:24].C(=O)([O-])[O-].[K+].[K+], predict the reaction product. The product is: [C:1]([N:5]1[C:9](=[O:10])[CH:8]=[C:7]([C:11]2[CH:16]=[CH:15][CH:14]=[C:13]([O:17][CH2:21][CH2:22][CH2:23][OH:24])[CH:12]=2)[S:6]1(=[O:18])=[O:19])([CH3:4])([CH3:2])[CH3:3]. (3) Given the reactants [O:1]1[CH2:5][CH2:4][O:3][CH:2]1[C:6]1[CH:7]=[C:8]2[C:12](=[CH:13][CH:14]=1)[N:11]([CH2:15][O:16][CH2:17][CH2:18][Si:19]([CH3:22])([CH3:21])[CH3:20])[N:10]=[C:9]2I.C(=O)([O-])[O-].[Cs+].[Cs+].Cl.CN(C)CC(O)=O.[F:38][C:39]1[CH:40]=[C:41]([OH:46])[CH:42]=[C:43]([F:45])[CH:44]=1, predict the reaction product. The product is: [F:38][C:39]1[CH:40]=[C:41]([CH:42]=[C:43]([F:45])[CH:44]=1)[O:46][C:9]1[C:8]2[C:12](=[CH:13][CH:14]=[C:6]([CH:2]3[O:3][CH2:4][CH2:5][O:1]3)[CH:7]=2)[N:11]([CH2:15][O:16][CH2:17][CH2:18][Si:19]([CH3:22])([CH3:21])[CH3:20])[N:10]=1. (4) Given the reactants F[C:2](F)(F)C(O)=O.C([Zn]CC)C.ICI.[C:16]([NH:19][C@@:20]1([C:32]([O:34][CH2:35][CH3:36])=[O:33])[CH2:25][C:24](=[CH2:26])[C@@H:23]2[C@H:21]1[C@H:22]2[C:27]([O:29][CH2:30][CH3:31])=[O:28])(=[O:18])[CH3:17], predict the reaction product. The product is: [C:16]([NH:19][C@@:20]1([C:32]([O:34][CH2:35][CH3:36])=[O:33])[CH2:25][C:24]2([CH2:2][CH2:26]2)[C@@H:23]2[C@H:21]1[C@H:22]2[C:27]([O:29][CH2:30][CH3:31])=[O:28])(=[O:18])[CH3:17].